From a dataset of Forward reaction prediction with 1.9M reactions from USPTO patents (1976-2016). Predict the product of the given reaction. (1) Given the reactants [NH2:1][C:2]1[CH:3]=[C:4]([CH2:8][N:9]2[CH2:14][CH2:13][CH:12]([NH:15][C:16]3[N:21]=[C:20]([C:22]4[C:30]5[C:25](=[CH:26][CH:27]=[CH:28][CH:29]=5)[NH:24][CH:23]=4)[C:19]([Cl:31])=[CH:18][N:17]=3)[CH2:11][CH2:10]2)[CH:5]=[CH:6][CH:7]=1.[CH3:32][N:33]([CH3:40])[CH2:34]/[CH:35]=[CH:36]/[C:37](O)=[O:38].CCN(CC)CC.CN(C(ON1N=NC2C=CC=NC1=2)=[N+](C)C)C.F[P-](F)(F)(F)(F)F, predict the reaction product. The product is: [Cl:31][C:19]1[C:20]([C:22]2[C:30]3[C:25](=[CH:26][CH:27]=[CH:28][CH:29]=3)[NH:24][CH:23]=2)=[N:21][C:16]([NH:15][CH:12]2[CH2:13][CH2:14][N:9]([CH2:8][C:4]3[CH:3]=[C:2]([NH:1][C:37](=[O:38])/[CH:36]=[CH:35]/[CH2:34][N:33]([CH3:40])[CH3:32])[CH:7]=[CH:6][CH:5]=3)[CH2:10][CH2:11]2)=[N:17][CH:18]=1. (2) The product is: [F:1][C:2]1[CH:3]=[CH:4][C:5]([C:8]2[CH:12]=[C:11]([C:13]([NH:15][CH2:16][CH2:17][C:18]([N:25]3[CH2:26][CH2:27][N:22]([CH3:21])[CH2:23][CH2:24]3)=[O:20])=[O:14])[O:10][N:9]=2)=[CH:6][CH:7]=1. Given the reactants [F:1][C:2]1[CH:7]=[CH:6][C:5]([C:8]2[CH:12]=[C:11]([C:13]([NH:15][CH2:16][CH2:17][C:18]([OH:20])=O)=[O:14])[O:10][N:9]=2)=[CH:4][CH:3]=1.[CH3:21][N:22]1[CH2:27][CH2:26][NH:25][CH2:24][CH2:23]1.ClCCl.CCN(C(C)C)C(C)C, predict the reaction product.